Dataset: Forward reaction prediction with 1.9M reactions from USPTO patents (1976-2016). Task: Predict the product of the given reaction. Given the reactants Br[C:2]1[C:3](=[O:19])[N:4]([C:8]2[C:13]([CH3:14])=[CH:12][C:11]([N+:15]([O-:17])=[O:16])=[CH:10][C:9]=2[CH3:18])[CH:5]=[CH:6][CH:7]=1.[CH2:20](C([Sn])=C(CCCC)CCCC)[CH2:21]CC, predict the reaction product. The product is: [CH3:18][C:9]1[CH:10]=[C:11]([N+:15]([O-:17])=[O:16])[CH:12]=[C:13]([CH3:14])[C:8]=1[N:4]1[CH:5]=[CH:6][CH:7]=[C:2]([CH:20]=[CH2:21])[C:3]1=[O:19].